This data is from Forward reaction prediction with 1.9M reactions from USPTO patents (1976-2016). The task is: Predict the product of the given reaction. (1) Given the reactants [CH3:1][CH2:2][CH2:3][CH2:4][CH2:5][CH3:6].[C:7]([OH:13])([C:9](F)(F)F)=[O:8].[CH3:14][CH:15](O)[CH3:16], predict the reaction product. The product is: [CH2:3]([C@:2]1([CH2:9][C:7]([OH:13])=[O:8])[CH2:5][C@@H:4]2[C@H:1]1[CH2:1][CH2:2][CH2:3]2)[C:4]1[CH:16]=[CH:15][CH:14]=[CH:6][CH:5]=1. (2) Given the reactants C([NH:8][C@H:9]1[CH2:14][CH2:13][N:12]([C:15]([O:17][C:18]([CH3:21])([CH3:20])[CH3:19])=[O:16])[CH2:11][C@@H:10]1[F:22])C1C=CC=CC=1, predict the reaction product. The product is: [NH2:8][C@H:9]1[CH2:14][CH2:13][N:12]([C:15]([O:17][C:18]([CH3:20])([CH3:19])[CH3:21])=[O:16])[CH2:11][C@@H:10]1[F:22]. (3) Given the reactants [CH3:1][C:2]1([CH3:21])[C:6](=[O:7])[N:5]([C:8]2[CH:15]=[CH:14][C:11]([C:12]#[N:13])=[C:10]([C:16]([F:19])([F:18])[F:17])[CH:9]=2)[C:4](=[O:20])[NH:3]1.[Br:22][C:23]1[CH:30]=[CH:29][C:28]([O:31][CH3:32])=[CH:27][C:24]=1[CH2:25]Br.C(=O)([O-])[O-].[Cs+].[Cs+], predict the reaction product. The product is: [Br:22][C:23]1[CH:30]=[CH:29][C:28]([O:31][CH3:32])=[CH:27][C:24]=1[CH2:25][N:3]1[C:2]([CH3:21])([CH3:1])[C:6](=[O:7])[N:5]([C:8]2[CH:15]=[CH:14][C:11]([C:12]#[N:13])=[C:10]([C:16]([F:19])([F:17])[F:18])[CH:9]=2)[C:4]1=[O:20]. (4) Given the reactants [CH3:1][C:2]1[CH:3]=[C:4]([CH3:25])[CH:5]=[C:6]([NH:8][C:9]([CH2:11][C:12]2[CH:13]=[CH:14][C:15]([O:18][C:19]([C:22]([OH:24])=O)([CH3:21])[CH3:20])=[CH:16][CH:17]=2)=[O:10])[CH:7]=1.Cl.C[O:28][C:29](=[O:39])[C@H:30]([CH2:32][C:33]1[CH:38]=[CH:37][CH:36]=[CH:35][CH:34]=1)[NH2:31].O.ON1C2C=CC=CC=2N=N1.CN1CCOCC1.Cl.CN(C)CCCN=C=NCC, predict the reaction product. The product is: [CH3:1][C:2]1[CH:7]=[C:6]([NH:8][C:9]([CH2:11][C:12]2[CH:13]=[CH:14][C:15]([O:18][C:19]([CH3:21])([CH3:20])[C:22]([NH:31][CH:30]([CH2:32][C:33]3[CH:38]=[CH:37][CH:36]=[CH:35][CH:34]=3)[C:29]([OH:39])=[O:28])=[O:24])=[CH:16][CH:17]=2)=[O:10])[CH:5]=[C:4]([CH3:25])[CH:3]=1. (5) Given the reactants [N:1]1([C:6]2[CH:7]=[N:8][CH:9]=[C:10]([CH:14]=2)[C:11]([OH:13])=O)[CH:5]=[CH:4][CH:3]=[CH:2]1.Cl.CNCCCN=C=NCC.ON1C2C=CC=CC=2N=N1.O[N:37]=[C:38]([NH2:45])[C:39]1[CH:44]=[CH:43][CH:42]=[N:41][CH:40]=1, predict the reaction product. The product is: [N:1]1([C:6]2[CH:14]=[C:10]([C:11]3[O:13][N:45]=[C:38]([C:39]4[CH:40]=[N:41][CH:42]=[CH:43][CH:44]=4)[N:37]=3)[CH:9]=[N:8][CH:7]=2)[CH:2]=[CH:3][CH:4]=[CH:5]1. (6) Given the reactants [F:1][C:2]1[CH:7]=[CH:6][C:5]([NH:8][CH2:9][C:10]([O:12][CH2:13][CH3:14])=[O:11])=[CH:4][CH:3]=1.[C:15](Cl)(=[O:17])[CH3:16].O, predict the reaction product. The product is: [F:1][C:2]1[CH:3]=[CH:4][C:5]([N:8]([CH2:9][C:10]([O:12][CH2:13][CH3:14])=[O:11])[C:15](=[O:17])[CH3:16])=[CH:6][CH:7]=1. (7) Given the reactants [OH:1][C:2]1[CH:7]=[CH:6][CH:5]=[CH:4][C:3]=1[C:8]1[O:9][C:10]2[CH:18]=[CH:17][CH:16]=[CH:15][C:11]=2[C:12](=O)[N:13]=1.C(N(CC)CC)C.Cl.[NH:27]([CH2:29][C:30]([O:32][CH2:33][CH3:34])=[O:31])[NH2:28], predict the reaction product. The product is: [OH:1][C:2]1[CH:7]=[CH:6][CH:5]=[CH:4][C:3]=1[C:8]1[N:13]=[C:12]([C:11]2[CH:15]=[CH:16][CH:17]=[CH:18][C:10]=2[OH:9])[N:27]([CH2:29][C:30]([O:32][CH2:33][CH3:34])=[O:31])[N:28]=1. (8) Given the reactants [C:1]([C:5]1[CH:20]=[CH:19][C:8]([C:9]([NH:11][C:12]2[C:13]([NH2:18])=[CH:14][CH:15]=[CH:16][CH:17]=2)=[O:10])=[CH:7][CH:6]=1)([CH3:4])([CH3:3])[CH3:2].O[Li].O.Cl.[CH2:25](Br)[C:26]1[CH:31]=[CH:30][CH:29]=[CH:28][CH:27]=1.[C:33]([O-:36])([O-])=[O:34].[K+].[K+].[CH2:39]1[CH2:43][O:42][CH2:41][CH2:40]1, predict the reaction product. The product is: [CH2:25]([O:36][C:33]([C:15]1[CH:14]=[C:13]([NH:18][C:41](=[O:42])[C:40]2[CH:39]=[CH:43][CH:19]=[C:8]([C:9]#[N:11])[CH:7]=2)[C:12]([NH:11][C:9](=[O:10])[C:8]2[CH:19]=[CH:20][C:5]([C:1]([CH3:4])([CH3:2])[CH3:3])=[CH:6][CH:7]=2)=[CH:17][CH:16]=1)=[O:34])[C:26]1[CH:31]=[CH:30][CH:29]=[CH:28][CH:27]=1. (9) Given the reactants Cl[C:2]1[N:7]=[C:6]2[CH2:8][N:9]([C:11]([C:13]3[CH:18]=[C:17]([S:19]([CH3:22])(=[O:21])=[O:20])[CH:16]=[CH:15][C:14]=3[O:23][C@@H:24]([CH3:29])[C:25]([F:28])([F:27])[F:26])=[O:12])[CH2:10][C:5]2=[CH:4][CH:3]=1.C([Sn](CCCC)(CCCC)[C:35]1[CH:40]=[CH:39][N:38]=[CH:37][CH:36]=1)CCC, predict the reaction product. The product is: [CH3:22][S:19]([C:17]1[CH:16]=[CH:15][C:14]([O:23][C@@H:24]([CH3:29])[C:25]([F:28])([F:27])[F:26])=[C:13]([C:11]([N:9]2[CH2:10][C:5]3[C:6](=[N:7][C:2]([C:35]4[CH:40]=[CH:39][N:38]=[CH:37][CH:36]=4)=[CH:3][CH:4]=3)[CH2:8]2)=[O:12])[CH:18]=1)(=[O:21])=[O:20].